This data is from Catalyst prediction with 721,799 reactions and 888 catalyst types from USPTO. The task is: Predict which catalyst facilitates the given reaction. (1) Reactant: C(OC([N:8]1[CH2:13][C:12](=[O:14])[N:11]([C:15]2[CH:20]=[CH:19][C:18]([O:21][CH2:22][CH2:23][CH2:24][O:25][CH2:26][C:27]3[CH:32]=[CH:31][CH:30]=[CH:29][C:28]=3[O:33][CH3:34])=[CH:17][CH:16]=2)[C@@H:10]([CH2:35][NH:36][C:37](=[O:46])[C:38]2[CH:43]=[CH:42][CH:41]=[CH:40][C:39]=2[O:44][CH3:45])[CH2:9]1)=O)(C)(C)C.C(Cl)(=O)C. Product: [CH3:45][O:44][C:39]1[CH:40]=[CH:41][CH:42]=[CH:43][C:38]=1[C:37]([NH:36][CH2:35][C@H:10]1[CH2:9][NH:8][CH2:13][C:12](=[O:14])[N:11]1[C:15]1[CH:16]=[CH:17][C:18]([O:21][CH2:22][CH2:23][CH2:24][O:25][CH2:26][C:27]2[CH:32]=[CH:31][CH:30]=[CH:29][C:28]=2[O:33][CH3:34])=[CH:19][CH:20]=1)=[O:46]. The catalyst class is: 5. (2) Reactant: C([Li])CCC.[Br-].[OH:7][C:8]1[CH:33]=[CH:32][CH:31]=[CH:30][C:9]=1[CH2:10][P+](C1C=CC=CC=1)(C1C=CC=CC=1)C1C=CC=CC=1.[CH2:34]([O:36][C:37](=[O:61])[CH2:38][C:39]1([CH2:42][CH2:43][CH:44]([CH:59]=O)[CH2:45][C:46]2[CH:58]=[CH:57][C:49]([C:50]([O:52][C:53]([CH3:56])([CH3:55])[CH3:54])=[O:51])=[CH:48][CH:47]=2)[CH2:41][CH2:40]1)[CH3:35].[Cl-].[NH4+]. Product: [CH2:34]([O:36][C:37](=[O:61])[CH2:38][C:39]1([CH2:42][CH2:43][CH:44](/[CH:59]=[CH:10]/[C:9]2[CH:30]=[CH:31][CH:32]=[CH:33][C:8]=2[OH:7])[CH2:45][C:46]2[CH:58]=[CH:57][C:49]([C:50]([O:52][C:53]([CH3:54])([CH3:55])[CH3:56])=[O:51])=[CH:48][CH:47]=2)[CH2:41][CH2:40]1)[CH3:35]. The catalyst class is: 323. (3) Reactant: [CH:1]12[CH2:9][CH2:8][CH:5]([CH2:6][CH2:7]1)[CH2:4][N:3]([C:10]([CH2:12][N:13]1[C:19]3[C:20]([CH3:24])=[CH:21][CH:22]=[CH:23][C:18]=3[C:17]([C:25]3[CH:30]=[CH:29][CH:28]=[CH:27][C:26]=3[F:31])=[N:16][CH:15]([NH:32][C:33]([NH:35][C:36]3[CH:41]=[CH:40][CH:39]=[C:38]([C:42](=O)[CH3:43])[CH:37]=3)=[O:34])[C:14]1=[O:45])=[O:11])[CH2:2]2.Cl.[NH2:47][OH:48].C(N(CC)CC)C.Cl. Product: [CH:5]12[CH2:6][CH2:7][CH:1]([CH2:9][CH2:8]1)[CH2:2][N:3]([C:10]([CH2:12][N:13]1[C:19]3[C:20]([CH3:24])=[CH:21][CH:22]=[CH:23][C:18]=3[C:17]([C:25]3[CH:30]=[CH:29][CH:28]=[CH:27][C:26]=3[F:31])=[N:16][CH:15]([NH:32][C:33]([NH:35][C:36]3[CH:41]=[CH:40][CH:39]=[C:38]([C:42](=[N:47][OH:48])[CH3:43])[CH:37]=3)=[O:34])[C:14]1=[O:45])=[O:11])[CH2:4]2. The catalyst class is: 54. (4) Reactant: C[O:2][C:3]([C:5]1[CH:6]=[CH:7][C:8]2[O:13][CH2:12][C:11](=[O:14])[NH:10][C:9]=2[CH:15]=1)=O.[H-].C([Al+]CC(C)C)C(C)C.Cl. Product: [OH:2][CH2:3][C:5]1[CH:6]=[CH:7][C:8]2[O:13][CH2:12][C:11](=[O:14])[NH:10][C:9]=2[CH:15]=1. The catalyst class is: 7. (5) Reactant: [CH3:1][O:2][C:3]1[CH:4]=[C:5]2[C:10](=[CH:11][CH:12]=1)[N:9]=[C:8]([CH3:13])[CH:7]=[C:6]2[OH:14].[N-]([S:16]([C:19]([F:22])([F:21])[F:20])(=[O:18])=[O:17])[S:16]([C:19]([F:22])([F:21])[F:20])(=[O:18])=[O:17]. Product: [CH3:1][O:2][C:3]1[CH:4]=[C:5]2[C:10](=[CH:11][CH:12]=1)[N:9]=[C:8]([CH3:13])[CH:7]=[C:6]2[O:14][S:16]([C:19]([F:22])([F:21])[F:20])(=[O:18])=[O:17]. The catalyst class is: 59. (6) Reactant: [Cl:1][C:2]1[C:7]2[CH:8]=[C:9]([C:11]([O:13][CH2:14][CH3:15])=[O:12])[NH:10][C:6]=2[C:5](=[O:16])[N:4]([CH3:17])[N:3]=1.[H-].[Na+].Cl[CH2:21][O:22][CH2:23][CH2:24][Si:25]([CH3:28])([CH3:27])[CH3:26]. Product: [Cl:1][C:2]1[C:7]2[CH:8]=[C:9]([C:11]([O:13][CH2:14][CH3:15])=[O:12])[N:10]([CH2:21][O:22][CH2:23][CH2:24][Si:25]([CH3:28])([CH3:27])[CH3:26])[C:6]=2[C:5](=[O:16])[N:4]([CH3:17])[N:3]=1. The catalyst class is: 9. (7) Reactant: Br[C:2]1[CH:7]=[CH:6][C:5]([S:8]([NH:11][C:12]([CH3:15])([CH3:14])[CH3:13])(=[O:10])=[O:9])=[C:4]([O:16][C:17]([F:20])([F:19])[F:18])[CH:3]=1.ClCCl.[CH3:24][C:25]1([CH3:41])[C:29]([CH3:31])([CH3:30])[O:28][B:27]([B:27]2[O:28][C:29]([CH3:31])([CH3:30])[C:25]([CH3:41])([CH3:24])[O:26]2)[O:26]1.CC([O-])=O.[K+]. Product: [C:12]([NH:11][S:8]([C:5]1[CH:6]=[CH:7][C:2]([B:27]2[O:28][C:29]([CH3:31])([CH3:30])[C:25]([CH3:41])([CH3:24])[O:26]2)=[CH:3][C:4]=1[O:16][C:17]([F:20])([F:19])[F:18])(=[O:10])=[O:9])([CH3:15])([CH3:14])[CH3:13]. The catalyst class is: 12. (8) Reactant: [N+:1]([C:4]1[CH:9]=[CH:8][C:7]([N:10]2[C:14](=O)[CH2:13][CH2:12][C:11]2=O)=[CH:6][C:5]=1[C:17]([F:20])([F:19])[F:18])([O-:3])=[O:2]. Product: [N+:1]([C:4]1[CH:9]=[CH:8][C:7]([N:10]2[CH2:11][CH2:12][CH2:13][CH2:14]2)=[CH:6][C:5]=1[C:17]([F:20])([F:18])[F:19])([O-:3])=[O:2]. The catalyst class is: 1. (9) Reactant: [Cl:1][C:2]1[CH:7]=[C:6]([CH2:8]Cl)[N:5]=[C:4]([C:10]([O:12][CH3:13])=[O:11])[CH:3]=1.C(O)C.[Cl:17][C:18]1[CH:19]=[CH:20][C:21]([O:27][CH2:28][C:29]2[CH:34]=[CH:33][C:32]([Cl:35])=[CH:31][C:30]=2[F:36])=[C:22](B(O)O)[CH:23]=1.C(=O)([O-])[O-].[K+].[K+]. Product: [Cl:1][C:2]1[CH:7]=[C:6]([CH2:8][C:20]2[CH:19]=[C:18]([Cl:17])[CH:23]=[CH:22][C:21]=2[O:27][CH2:28][C:29]2[CH:34]=[CH:33][C:32]([Cl:35])=[CH:31][C:30]=2[F:36])[N:5]=[C:4]([C:10]([O:12][CH3:13])=[O:11])[CH:3]=1. The catalyst class is: 741. (10) Reactant: [F:1][C:2]([F:36])([F:35])[C:3]1[CH:4]=[C:5]([C:13]([CH3:34])([CH3:33])[C:14]([N:16]([C:18]2[C:19]([C:26]3[CH:31]=[CH:30][CH:29]=[CH:28][C:27]=3[CH3:32])=[CH:20][C:21](Cl)=[N+:22]([O-:24])[CH:23]=2)[CH3:17])=[O:15])[CH:6]=[C:7]([C:9]([F:12])([F:11])[F:10])[CH:8]=1.[CH3:37][N:38]1[CH2:43][CH2:42][NH:41][CH2:40][CH2:39]1. Product: [F:1][C:2]([F:36])([F:35])[C:3]1[CH:4]=[C:5]([C:13]([CH3:34])([CH3:33])[C:14]([N:16]([C:18]2[C:19]([C:26]3[CH:31]=[CH:30][CH:29]=[CH:28][C:27]=3[CH3:32])=[CH:20][C:21]([N:41]3[CH2:42][CH2:43][N:38]([CH3:37])[CH2:39][CH2:40]3)=[N+:22]([O-:24])[CH:23]=2)[CH3:17])=[O:15])[CH:6]=[C:7]([C:9]([F:12])([F:11])[F:10])[CH:8]=1. The catalyst class is: 114.